Dataset: Experimentally validated miRNA-target interactions with 360,000+ pairs, plus equal number of negative samples. Task: Binary Classification. Given a miRNA mature sequence and a target amino acid sequence, predict their likelihood of interaction. (1) Result: 0 (no interaction). The protein sequence of the target gene is MWGWRGLLFWAVLVTATLCTARPAPTLPEQAQPWGVPVEVESLLVHPGDLLQLRCRLRDDVQSINWLRDGVQLAESNRTRITGEEVEVRDSIPADSGLYACVTNSPSGSDTTYFSVNVSDALPSSEDDDDDDDSSSEEKETDNTKPNRRPVAPYWTSPEKMEKKLHAVPAAKTVKFKCPSSGTPSPTLRWLKNGKEFKPDHRIGGYKVRYATWSIIMDSVVPSDKGNYTCIVENEYGSINHTYQLDVVERSPHRPILQAGLPANKTVALGSNVEFMCKVYSDPQPHIQWLKHIEVNGSKI.... The miRNA is hsa-miR-7855-5p with sequence UUGGUGAGGACCCCAAGCUCGG. (2) The miRNA is hsa-miR-93-5p with sequence CAAAGUGCUGUUCGUGCAGGUAG. The protein sequence of the target gene is MEVVTFGDVAVHFSREEWQCLDPGQRALYREVMLENHSSVAGLAGFLVFKPELISRLEQGEEPWVLDLQGAEGTEAPRTSKTDSTIRTENEQACEDMDILKSESYGTVVRISPQDFPQNPGFGDVSDSEVWLDSHLGSPGLKVTGFTFQNNCLNEETVVPKTFTKDAPQGCKELGSSGLDCQPLESQGESAEGMSQRCEECGKGIRATSDIALHWEINTQKISRCQECQKKLSDCLQGKHTNNCHGEKPYECAECGKVFRLCSQLNQHQRIHTGEKPFKCTECGKAFRLSSKLIQHQRIH.... Result: 1 (interaction).